This data is from TCR-epitope binding with 47,182 pairs between 192 epitopes and 23,139 TCRs. The task is: Binary Classification. Given a T-cell receptor sequence (or CDR3 region) and an epitope sequence, predict whether binding occurs between them. The TCR CDR3 sequence is CASSREGAGHYEQYF. The epitope is TEILPVSMTK. Result: 1 (the TCR binds to the epitope).